Regression. Given a peptide amino acid sequence and an MHC pseudo amino acid sequence, predict their binding affinity value. This is MHC class II binding data. From a dataset of Peptide-MHC class II binding affinity with 134,281 pairs from IEDB. (1) The peptide sequence is PQPQPQYSQPQQPISQQQQQ. The MHC is DRB3_0101 with pseudo-sequence DRB3_0101. The binding affinity (normalized) is 0. (2) The binding affinity (normalized) is 0.718. The MHC is DRB5_0101 with pseudo-sequence DRB5_0101. The peptide sequence is FTVQKGSDPKKLVLD.